From a dataset of Reaction yield outcomes from USPTO patents with 853,638 reactions. Predict the reaction yield, written as a fraction of the theoretical maximum amount of product (1.0 means a 100% yield; for example, 0.34 means a 34% yield). (1) The reactants are [CH2:1]([N:3]([CH2:6][C@@H:7]1[CH2:12][O:11][CH2:10][CH2:9][N:8]1C(OC(C)(C)C)=O)[CH2:4][CH3:5])[CH3:2].C(O)(C(F)(F)F)=O.C(Cl)[Cl:28]. No catalyst specified. The product is [ClH:28].[CH2:1]([N:3]([CH2:6][C@@H:7]1[CH2:12][O:11][CH2:10][CH2:9][NH:8]1)[CH2:4][CH3:5])[CH3:2]. The yield is 0.580. (2) The reactants are Br[C:2](=[CH2:7])[C:3]([O:5][CH3:6])=[O:4].[CH3:8][O:9][C:10]1[CH:19]=[CH:18][C:17]2[C:12](=[C:13](B(O)O)[CH:14]=[CH:15][CH:16]=2)[N:11]=1.[F-].[K+].O. The catalyst is O1CCCC1.C1C=CC([P]([Pd]([P](C2C=CC=CC=2)(C2C=CC=CC=2)C2C=CC=CC=2)([P](C2C=CC=CC=2)(C2C=CC=CC=2)C2C=CC=CC=2)[P](C2C=CC=CC=2)(C2C=CC=CC=2)C2C=CC=CC=2)(C2C=CC=CC=2)C2C=CC=CC=2)=CC=1.C1C=CC(/C=C/C(/C=C/C2C=CC=CC=2)=O)=CC=1.C1C=CC(/C=C/C(/C=C/C2C=CC=CC=2)=O)=CC=1.[Pd].ClCCl. The product is [CH3:8][O:9][C:10]1[CH:19]=[CH:18][C:17]2[C:12](=[C:13]([C:2](=[CH2:7])[C:3]([O:5][CH3:6])=[O:4])[CH:14]=[CH:15][CH:16]=2)[N:11]=1. The yield is 0.630. (3) The reactants are CN1C=CN=C1.[CH:7]1([CH2:12][C@H:13]([CH2:34][N:35]([CH:44]=[O:45])[O:36][CH2:37][C:38]2[CH:43]=[CH:42][CH:41]=[CH:40][CH:39]=2)[C:14]([N:16]2[C@H:20]([C:21](O)=[O:22])[CH2:19][CH2:18][N:17]2[C:24]([O:26][CH2:27][C:28]2[CH:33]=[CH:32][CH:31]=[CH:30][CH:29]=2)=[O:25])=[O:15])[CH2:11][CH2:10][CH2:9][CH2:8]1.S(Cl)(C)(=O)=O.[N:51]1[CH:56]=[CH:55][C:54]([NH2:57])=[N:53][CH:52]=1. The catalyst is CN(C)C=O. The product is [CH:7]1([CH2:12][C@H:13]([CH2:34][N:35]([CH:44]=[O:45])[O:36][CH2:37][C:38]2[CH:43]=[CH:42][CH:41]=[CH:40][CH:39]=2)[C:14]([N:16]2[C@H:20]([C:21]([NH:57][C:54]3[CH:55]=[CH:56][N:51]=[CH:52][N:53]=3)=[O:22])[CH2:19][CH2:18][N:17]2[C:24]([O:26][CH2:27][C:28]2[CH:33]=[CH:32][CH:31]=[CH:30][CH:29]=2)=[O:25])=[O:15])[CH2:8][CH2:9][CH2:10][CH2:11]1. The yield is 0.880. (4) The reactants are [Cl:1][C:2]1[N:7]=[CH:6][C:5]2[C:8](I)=[N:9][N:10]([C:11]([C:24]3[CH:29]=[CH:28][CH:27]=[CH:26][CH:25]=3)([C:18]3[CH:23]=[CH:22][CH:21]=[CH:20][CH:19]=3)[C:12]3[CH:17]=[CH:16][CH:15]=[CH:14][CH:13]=3)[C:4]=2[CH:3]=1.[CH:31]1(B(O)O)[CH2:33][CH2:32]1.C(=O)([O-])[O-].[K+].[K+].N#N. The catalyst is O.O1CCOCC1. The product is [Cl:1][C:2]1[N:7]=[CH:6][C:5]2[C:8]([CH:31]3[CH2:33][CH2:32]3)=[N:9][N:10]([C:11]([C:24]3[CH:29]=[CH:28][CH:27]=[CH:26][CH:25]=3)([C:18]3[CH:23]=[CH:22][CH:21]=[CH:20][CH:19]=3)[C:12]3[CH:17]=[CH:16][CH:15]=[CH:14][CH:13]=3)[C:4]=2[CH:3]=1. The yield is 0.840.